This data is from NCI-60 drug combinations with 297,098 pairs across 59 cell lines. The task is: Regression. Given two drug SMILES strings and cell line genomic features, predict the synergy score measuring deviation from expected non-interaction effect. (1) Drug 1: CC1=C2C(C(=O)C3(C(CC4C(C3C(C(C2(C)C)(CC1OC(=O)C(C(C5=CC=CC=C5)NC(=O)OC(C)(C)C)O)O)OC(=O)C6=CC=CC=C6)(CO4)OC(=O)C)OC)C)OC. Drug 2: C1CCC(C(C1)N)N.C(=O)(C(=O)[O-])[O-].[Pt+4]. Cell line: SK-MEL-5. Synergy scores: CSS=55.3, Synergy_ZIP=9.29, Synergy_Bliss=8.53, Synergy_Loewe=-0.646, Synergy_HSA=10.8. (2) Drug 1: CN1CCC(CC1)COC2=C(C=C3C(=C2)N=CN=C3NC4=C(C=C(C=C4)Br)F)OC. Drug 2: C1=NNC2=C1C(=O)NC=N2. Cell line: HS 578T. Synergy scores: CSS=-4.52, Synergy_ZIP=5.26, Synergy_Bliss=2.78, Synergy_Loewe=-4.71, Synergy_HSA=-3.99.